Dataset: Reaction yield outcomes from USPTO patents with 853,638 reactions. Task: Predict the reaction yield, written as a fraction of the theoretical maximum amount of product (1.0 means a 100% yield; for example, 0.34 means a 34% yield). (1) The reactants are Cl.[Cl:2][C:3]1[CH:8]=[CH:7][C:6]([C@H:9]([NH:13][C:14]([C:16]2([NH:31]C(=O)OC(C)(C)C)[CH2:21][CH2:20][N:19]([C:22]3[C:23]4[CH:30]=[CH:29][NH:28][C:24]=4[N:25]=[CH:26][N:27]=3)[CH2:18][CH2:17]2)=[O:15])[CH2:10][CH2:11][OH:12])=[CH:5][CH:4]=1. The catalyst is C(Cl)Cl. The product is [NH2:31][C:16]1([C:14]([NH:13][C@@H:9]([C:6]2[CH:5]=[CH:4][C:3]([Cl:2])=[CH:8][CH:7]=2)[CH2:10][CH2:11][OH:12])=[O:15])[CH2:17][CH2:18][N:19]([C:22]2[C:23]3[CH:30]=[CH:29][NH:28][C:24]=3[N:25]=[CH:26][N:27]=2)[CH2:20][CH2:21]1. The yield is 0.393. (2) The reactants are [CH3:1][O:2][C:3](=[O:19])[CH2:4][CH2:5][CH2:6][CH2:7][CH2:8][O:9][C:10]1[CH:15]=[CH:14][C:13]([N:16]=[C:17]=[O:18])=[CH:12][CH:11]=1.[CH2:20]([OH:23])[CH2:21][OH:22]. The catalyst is O. The product is [CH3:1][O:2][C:3](=[O:19])[CH2:4][CH2:5][CH2:6][CH2:7][CH2:8][O:9][C:10]1[CH:15]=[CH:14][C:13]([NH:16][C:17]([O:22][CH2:21][CH2:20][OH:23])=[O:18])=[CH:12][CH:11]=1. The yield is 0.840.